From a dataset of NCI-60 drug combinations with 297,098 pairs across 59 cell lines. Regression. Given two drug SMILES strings and cell line genomic features, predict the synergy score measuring deviation from expected non-interaction effect. Drug 2: CS(=O)(=O)CCNCC1=CC=C(O1)C2=CC3=C(C=C2)N=CN=C3NC4=CC(=C(C=C4)OCC5=CC(=CC=C5)F)Cl. Cell line: NCI-H460. Drug 1: C1C(C(OC1N2C=C(C(=O)NC2=O)F)CO)O. Synergy scores: CSS=38.4, Synergy_ZIP=-1.40, Synergy_Bliss=-1.51, Synergy_Loewe=-53.4, Synergy_HSA=-2.97.